Dataset: Forward reaction prediction with 1.9M reactions from USPTO patents (1976-2016). Task: Predict the product of the given reaction. (1) Given the reactants [CH3:1][O:2][C:3]1[CH:4]=[C:5]2[C:10](=[CH:11][CH:12]=1)[N:9]=[C:8]([NH:13][C@H:14]1[CH2:18][CH2:17][C@H:16]([NH:19]C(=O)OC(C)(C)C)[CH2:15]1)[CH:7]=[C:6]2[CH3:27].C(O)(C(F)(F)F)=O, predict the reaction product. The product is: [CH3:1][O:2][C:3]1[CH:4]=[C:5]2[C:10](=[CH:11][CH:12]=1)[N:9]=[C:8]([NH:13][C@H:14]1[CH2:18][CH2:17][C@H:16]([NH2:19])[CH2:15]1)[CH:7]=[C:6]2[CH3:27]. (2) Given the reactants [CH3:1][O:2][C:3]1[C:4]([NH2:18])=[N:5][CH:6]=[C:7](B2OC(C)(C)C(C)(C)O2)[CH:8]=1.C([O-])([O-])=O.[Na+].[Na+], predict the reaction product. The product is: [CH3:1][O:2][C:3]1[C:4]([NH2:18])=[N:5][CH:6]=[CH:7][CH:8]=1. (3) Given the reactants [C:1]([NH:8][CH2:9][CH2:10][NH2:11])([O:3][C:4]([CH3:7])([CH3:6])[CH3:5])=[O:2].[Br:12][CH2:13][C:14](O[C:14](=[O:15])[CH2:13][Br:12])=[O:15].N1C(C)=CC=CC=1C, predict the reaction product. The product is: [C:1]([NH:8][CH2:9][CH2:10][NH:11][C:14](=[O:15])[CH2:13][Br:12])([O:3][C:4]([CH3:5])([CH3:6])[CH3:7])=[O:2].